This data is from Reaction yield outcomes from USPTO patents with 853,638 reactions. The task is: Predict the reaction yield, written as a fraction of the theoretical maximum amount of product (1.0 means a 100% yield; for example, 0.34 means a 34% yield). The reactants are [CH3:1][C:2]1[CH:3]=[C:4]2[C:8](=[CH:9][CH:10]=1)[NH:7][CH:6]=[CH:5]2.[C:11](Cl)(=[O:15])[C:12](Cl)=[O:13].C(Cl)Cl.[CH3:20][O-:21].[Na+].CO. The catalyst is C(OCC)C. The product is [CH3:1][C:2]1[CH:3]=[C:4]2[C:8](=[CH:9][CH:10]=1)[NH:7][CH:6]=[C:5]2[C:11](=[O:15])[C:12]([O:21][CH3:20])=[O:13]. The yield is 0.700.